This data is from Forward reaction prediction with 1.9M reactions from USPTO patents (1976-2016). The task is: Predict the product of the given reaction. (1) Given the reactants [NH:1]1[CH2:6][CH2:5][CH:4]([CH2:7][OH:8])[CH2:3][CH2:2]1.C(=O)([O-])[O-].[K+].[K+].[F:15][C:16]1[CH:23]=[C:22]([F:24])[C:21]([F:25])=[CH:20][C:17]=1[CH2:18]Br.O, predict the reaction product. The product is: [F:15][C:16]1[CH:23]=[C:22]([F:24])[C:21]([F:25])=[CH:20][C:17]=1[CH2:18][N:1]1[CH2:6][CH2:5][CH:4]([CH:7]=[O:8])[CH2:3][CH2:2]1. (2) The product is: [CH3:1][N:2]1[C:7]2[N:8]=[C:9]([NH:33][CH:34]3[CH2:39][CH2:38][O:37][CH2:36][CH2:35]3)[N:10]=[CH:11][C:6]=2[CH:5]=[C:4]([C:14]2[CH:19]=[C:18]([C:20]3[NH:24][CH:23]=[N:22][N:21]=3)[CH:17]=[CH:16][C:15]=2[CH3:25])[C:3]1=[O:26]. Given the reactants [CH3:1][N:2]1[C:7]2[N:8]=[C:9](SC)[N:10]=[CH:11][C:6]=2[CH:5]=[C:4]([C:14]2[CH:19]=[C:18]([C:20]3[NH:24][CH:23]=[N:22][N:21]=3)[CH:17]=[CH:16][C:15]=2[CH3:25])[C:3]1=[O:26].OOS([O-])=O.[K+].[NH2:33][CH:34]1[CH2:39][CH2:38][O:37][CH2:36][CH2:35]1, predict the reaction product. (3) Given the reactants [CH3:1][S:2]([C:5]1[CH:6]=[CH:7][C:8]([N:11]2[C:16](=[O:17])[C:15]3([CH2:22][CH2:21][NH:20][CH2:19][CH2:18]3)[O:14][CH2:13][CH2:12]2)=[N:9][CH:10]=1)(=[O:4])=[O:3].[CH3:23][C:24]1[C:32]([C@@H:33]2[CH2:35][O:34]2)=[CH:31][CH:30]=[C:29]2[C:25]=1[CH2:26][O:27][C:28]2=[O:36], predict the reaction product. The product is: [OH:34][C@H:33]([C:32]1[C:24]([CH3:23])=[C:25]2[C:29](=[CH:30][CH:31]=1)[C:28](=[O:36])[O:27][CH2:26]2)[CH2:35][N:20]1[CH2:21][CH2:22][C:15]2([O:14][CH2:13][CH2:12][N:11]([C:8]3[CH:7]=[CH:6][C:5]([S:2]([CH3:1])(=[O:3])=[O:4])=[CH:10][N:9]=3)[C:16]2=[O:17])[CH2:18][CH2:19]1. (4) Given the reactants [Si](Br)(C)(C)C.CS(C)=O.[S:10]1[CH:14]=[CH:13][C:12]([CH2:15][CH:16]=O)=[CH:11]1.[CH3:18][N:19]([CH2:21][C:22]1[CH:23]=[C:24]([NH:28][C:29]2[S:30]C(C3C=CC=CC=3)=C[N:33]=2)[CH:25]=[CH:26][CH:27]=1)[CH3:20], predict the reaction product. The product is: [CH3:20][N:19]([CH2:21][C:22]1[CH:23]=[C:24]([NH:28][C:29]2[S:30][C:15]([C:12]3[CH:13]=[CH:14][S:10][CH:11]=3)=[CH:16][N:33]=2)[CH:25]=[CH:26][CH:27]=1)[CH3:18]. (5) Given the reactants [CH3:1][CH:2]([CH2:17][CH2:18][CH2:19][CH:20]([CH3:32])[CH2:21][CH2:22][CH2:23][CH:24]([CH3:31])[CH2:25][CH2:26][CH2:27][CH:28]([CH3:30])[CH3:29])[CH2:3][CH2:4][CH2:5][C:6]([O:8][CH2:9][C:10]([CH2:15][OH:16])([CH2:13][OH:14])[CH2:11][OH:12])=[O:7], predict the reaction product. The product is: [CH3:1][CH:2]([CH2:17][CH2:18][CH2:19][CH:20]([CH3:32])[CH2:21][CH2:22][CH2:23][CH:24]([CH3:31])[CH2:25][CH2:26][CH2:27][CH:28]([CH3:30])[CH3:29])[CH2:3][CH2:4][CH2:5][C:6]([O:8][CH2:9][C:10]([CH2:13][OH:14])([CH2:11][OH:12])[CH2:15][OH:16])=[O:7].[OH2:7]. (6) Given the reactants [CH3:1][C:2]1[N:6]=[C:5]([CH3:7])[N:4]([C:8]2[CH:13]=[C:12]([CH3:14])[N:11]=[C:10]([C@@H:15]3[CH2:17][C@H:16]3[CH:18]=O)[CH:9]=2)[N:3]=1.[CH3:20][NH:21][C:22]1[C:23]([NH2:28])=[CH:24][CH:25]=[CH:26][CH:27]=1.CC(O)=O.C([O-])(O)=O.[Na+], predict the reaction product. The product is: [CH3:1][C:2]1[N:6]=[C:5]([CH3:7])[N:4]([C:8]2[CH:13]=[C:12]([CH3:14])[N:11]=[C:10]([C@@H:15]3[CH2:17][C@H:16]3[C:18]3[N:21]([CH3:20])[C:22]4[CH:27]=[CH:26][CH:25]=[CH:24][C:23]=4[N:28]=3)[CH:9]=2)[N:3]=1. (7) Given the reactants [N+:1]([C:4]1[CH:5]=[C:6](F)[CH:7]=[CH:8][C:9]=1[N+:10]([O-:12])=[O:11])([O-:3])=[O:2].[OH:14][CH:15]1[CH2:20][CH2:19][N:18]([CH3:21])[CH2:17][CH2:16]1.[H-].[Na+], predict the reaction product. The product is: [N+:1]([C:4]1[CH:5]=[C:6]([CH:7]=[CH:8][C:9]=1[N+:10]([O-:12])=[O:11])[O:14][CH:15]1[CH2:20][CH2:19][N:18]([CH3:21])[CH2:17][CH2:16]1)([O-:3])=[O:2]. (8) Given the reactants C[N:2](C(ON1N=NC2C=CC=NC1=2)=[N+](C)C)C.F[P-](F)(F)(F)(F)F.[B:25]([C:28]1[CH:33]=[CH:32][C:31]([N:34]([C:39]2[C:57]([CH:58]3[CH2:60][CH2:59]3)=[CH:56][C:42]3[C:43]([C:53]([OH:55])=O)=[C:44]([C:46]4[CH:51]=[CH:50][C:49]([Cl:52])=[CH:48][CH:47]=4)[O:45][C:41]=3[CH:40]=2)[S:35]([CH3:38])(=[O:37])=[O:36])=[CH:30][C:29]=1[Cl:61])([OH:27])[OH:26].CCN(C(C)C)C(C)C.N.CO, predict the reaction product. The product is: [C:53]([C:43]1[C:42]2[CH:56]=[C:57]([CH:58]3[CH2:60][CH2:59]3)[C:39]([N:34]([C:31]3[CH:32]=[CH:33][C:28]([B:25]([OH:27])[OH:26])=[C:29]([Cl:61])[CH:30]=3)[S:35]([CH3:38])(=[O:36])=[O:37])=[CH:40][C:41]=2[O:45][C:44]=1[C:46]1[CH:47]=[CH:48][C:49]([Cl:52])=[CH:50][CH:51]=1)(=[O:55])[NH2:2]. (9) Given the reactants [H-].[Na+].[OH:3][C:4]1[CH:5]=[C:6]([N:10]2[CH2:15][CH2:14][CH:13]([C:16]3[CH:21]=[CH:20][C:19]([C@@H:22]([NH:24][C:25](=[O:27])[CH3:26])[CH3:23])=[CH:18][CH:17]=3)[CH2:12][CH2:11]2)[CH:7]=[CH:8][CH:9]=1.Br[CH2:29][CH2:30][CH:31]([CH3:33])[CH3:32], predict the reaction product. The product is: [CH2:29]([O:3][C:4]1[CH:5]=[C:6]([N:10]2[CH2:15][CH2:14][CH:13]([C:16]3[CH:17]=[CH:18][C:19]([C@@H:22]([NH:24][C:25](=[O:27])[CH3:26])[CH3:23])=[CH:20][CH:21]=3)[CH2:12][CH2:11]2)[CH:7]=[CH:8][CH:9]=1)[CH2:30][CH:31]([CH3:33])[CH3:32]. (10) Given the reactants [Cl:1][C:2]1[CH:7]=[CH:6][C:5]([C:8]2[N:9]=[C:10]([CH2:26]O)[C:11]([C:21]([O:23][CH2:24][CH3:25])=[O:22])=[N:12][C:13]=2[C:14]2[CH:19]=[CH:18][C:17]([Cl:20])=[CH:16][CH:15]=2)=[CH:4][CH:3]=1.[CH:28]1([C:31]2[N:32]=[N:33][NH:34][N:35]=2)[CH2:30][CH2:29]1.C1(P(C2C=CC=CC=2)C2C=CC=CC=2)C=CC=CC=1.N(C(OCC)=O)=NC(OCC)=O, predict the reaction product. The product is: [Cl:1][C:2]1[CH:7]=[CH:6][C:5]([C:8]2[N:9]=[C:10]([CH2:26][N:33]3[N:34]=[N:35][C:31]([CH:28]4[CH2:30][CH2:29]4)=[N:32]3)[C:11]([C:21]([O:23][CH2:24][CH3:25])=[O:22])=[N:12][C:13]=2[C:14]2[CH:15]=[CH:16][C:17]([Cl:20])=[CH:18][CH:19]=2)=[CH:4][CH:3]=1.